Task: Predict the reactants needed to synthesize the given product.. Dataset: Full USPTO retrosynthesis dataset with 1.9M reactions from patents (1976-2016) (1) Given the product [NH2:7][CH2:8][C:9]1[NH:10][C:11](=[O:34])[C:12]([CH2:16][NH:17][C:18]([C:20]2[C:21]3[C:22]([CH3:33])=[CH:23][N:24]([CH:30]([CH3:31])[CH3:32])[C:25]=3[CH:26]=[C:27]([Br:29])[CH:28]=2)=[O:19])=[C:13]([CH3:15])[CH:14]=1, predict the reactants needed to synthesize it. The reactants are: C(OC(=O)[NH:7][CH2:8][C:9]1[CH:14]=[C:13]([CH3:15])[C:12]([CH2:16][NH:17][C:18]([C:20]2[C:21]3[C:22]([CH3:33])=[CH:23][N:24]([CH:30]([CH3:32])[CH3:31])[C:25]=3[CH:26]=[C:27]([Br:29])[CH:28]=2)=[O:19])=[C:11]([O:34]C)[N:10]=1)(C)(C)C.Cl. (2) Given the product [CH3:3][C@H:2]([C@@H:23]([OH:24])[CH2:22][CH2:21][C:15]1[CH:20]=[CH:19][CH:18]=[CH:17][CH:16]=1)[C:1]([N:5]1[C:9]2[CH:10]=[CH:11][CH:12]=[CH:13][C:8]=2[O:7][C:6]1=[O:14])=[O:4], predict the reactants needed to synthesize it. The reactants are: [C:1]([N:5]1[C:9]2[CH:10]=[CH:11][CH:12]=[CH:13][C:8]=2[O:7][C:6]1=[O:14])(=[O:4])[CH2:2][CH3:3].[C:15]1([CH2:21][CH2:22][CH:23]=[O:24])[CH:20]=[CH:19][CH:18]=[CH:17][CH:16]=1. (3) Given the product [C:13]([N:10]1[CH2:9][CH2:8][CH2:7][CH2:12][CH2:11]1)([O:15][C:16]([CH3:19])([CH3:18])[CH3:17])=[O:14], predict the reactants needed to synthesize it. The reactants are: [H-].[Na+].CS([CH:7]1[CH2:12][CH2:11][N:10]([C:13]([O:15][C:16]([CH3:19])([CH3:18])[CH3:17])=[O:14])[CH:9](O)[CH2:8]1)(=O)=O.C1(O)C=CC=CC=1.